From a dataset of Forward reaction prediction with 1.9M reactions from USPTO patents (1976-2016). Predict the product of the given reaction. (1) Given the reactants Cl[C:2]1[C:11]2[C:6](=[CH:7][C:8](OCCCN(C)S(C)(=O)=O)=[C:9](OC)[CH:10]=2)[N:5]=[CH:4][N:3]=1.C(=O)([O-])[O-].[K+].[K+].[OH:30][C:31]1[CH:40]=[C:39]2[C:34]([C:35]([CH3:41])=[CH:36][CH:37]=[N:38]2)=[CH:33][CH:32]=1, predict the reaction product. The product is: [CH3:41][C:35]1[C:34]2[C:39](=[CH:40][C:31]([O:30][C:2]3[C:11]4[C:6](=[CH:7][CH:8]=[CH:9][CH:10]=4)[N:5]=[CH:4][N:3]=3)=[CH:32][CH:33]=2)[N:38]=[CH:37][CH:36]=1. (2) Given the reactants [Cl:1][C:2]1[CH:28]=[C:27]([OH:29])[CH:26]=[CH:25][C:3]=1[C:4]([N:6]1[C:12]2[CH:13]=[CH:14][CH:15]=[CH:16][C:11]=2[CH2:10][N:9]([CH2:17][C:18]2[O:19][C:20]([CH3:23])=[N:21][N:22]=2)[C:8](=[O:24])[CH2:7]1)=[O:5].C(=O)([O-])[O-].[Cs+].[Cs+].[C:36]([O:39][CH2:40][CH2:41][CH2:42][CH2:43]I)(=[O:38])[CH3:37].O, predict the reaction product. The product is: [C:36]([O:39][CH2:40][CH2:41][CH2:42][CH2:43][O:29][C:27]1[CH:26]=[CH:25][C:3]([C:4]([N:6]2[C:12]3[CH:13]=[CH:14][CH:15]=[CH:16][C:11]=3[CH2:10][N:9]([CH2:17][C:18]3[O:19][C:20]([CH3:23])=[N:21][N:22]=3)[C:8](=[O:24])[CH2:7]2)=[O:5])=[C:2]([Cl:1])[CH:28]=1)(=[O:38])[CH3:37]. (3) Given the reactants [C:1]1([C:19]2[CH:24]=[CH:23][CH:22]=[CH:21][CH:20]=2)[CH:6]=[CH:5][CH:4]=[C:3]([C:7]2[CH:12]=[N:11][CH:10]=[C:9]3[S:13][C:14](C(O)=O)=[CH:15][C:8]=23)[CH:2]=1.C(N(CC)CC)C, predict the reaction product. The product is: [C:1]1([C:19]2[CH:20]=[CH:21][CH:22]=[CH:23][CH:24]=2)[CH:6]=[CH:5][CH:4]=[C:3]([C:7]2[CH:12]=[N:11][CH:10]=[C:9]3[S:13][CH:14]=[CH:15][C:8]=23)[CH:2]=1. (4) Given the reactants ClC1C=CC(O)=C(CC2OC(C(OCC)=O)=CC=2)C=1.[Cl:20][C:21]1[CH:22]=[CH:23][C:24]([O:39]C)=[C:25]([CH2:27][C:28]2[O:32][C:31]([C:33]([O:35][CH2:36][CH3:37])=[O:34])=[C:30]([CH3:38])[CH:29]=2)[CH:26]=1, predict the reaction product. The product is: [Cl:20][C:21]1[CH:22]=[CH:23][C:24]([OH:39])=[C:25]([CH2:27][C:28]2[O:32][C:31]([C:33]([O:35][CH2:36][CH3:37])=[O:34])=[C:30]([CH3:38])[CH:29]=2)[CH:26]=1. (5) Given the reactants Cl[C:2]1[CH:7]=[C:6]([C:8]([C:10]2[C:18]3[CH:17]=[N:16][CH:15]=[N:14][C:13]=3[N:12]([CH:19]([CH3:21])[CH3:20])[CH:11]=2)=[O:9])[CH:5]=[C:4]([O:22][CH3:23])[N:3]=1.[C:24]([C:26]1[CH:31]=[CH:30][C:29]([CH2:32][C:33]([NH2:35])=[O:34])=[CH:28][CH:27]=1)#[N:25].CC1(C)C2C(=C(P(C3C=CC=CC=3)C3C=CC=CC=3)C=CC=2)OC2C(P(C3C=CC=CC=3)C3C=CC=CC=3)=CC=CC1=2.C(=O)([O-])[O-].[Cs+].[Cs+], predict the reaction product. The product is: [C:24]([C:26]1[CH:27]=[CH:28][C:29]([CH2:32][C:33]([NH:35][C:2]2[CH:7]=[C:6]([C:8]([C:10]3[C:18]4[CH:17]=[N:16][CH:15]=[N:14][C:13]=4[N:12]([CH:19]([CH3:21])[CH3:20])[CH:11]=3)=[O:9])[CH:5]=[C:4]([O:22][CH3:23])[N:3]=2)=[O:34])=[CH:30][CH:31]=1)#[N:25].